From a dataset of Forward reaction prediction with 1.9M reactions from USPTO patents (1976-2016). Predict the product of the given reaction. (1) Given the reactants Cl[C:2]1[N:11]=[C:10](Cl)[C:9]2[C:4](=[CH:5][C:6]([Cl:13])=[CH:7][CH:8]=2)[N:3]=1.[N:14]1[CH:19]=[CH:18][CH:17]=[CH:16][C:15]=1[CH2:20][CH2:21][NH2:22], predict the reaction product. The product is: [Cl:13][C:6]1[CH:5]=[C:4]2[C:9]([C:10]([NH:22][CH2:21][CH2:20][C:15]3[CH:16]=[CH:17][CH:18]=[CH:19][N:14]=3)=[N:11][CH:2]=[N:3]2)=[CH:8][CH:7]=1. (2) Given the reactants C([NH:5][S:6]([C:9]1[S:10][C:11]([C:14]2[N:15]=[CH:16][N:17]([C:19]3[N:24]=[C:23]([CH3:25])[CH:22]=[C:21]([C:26]4[CH:31]=[CH:30][C:29]([Cl:32])=[CH:28][CH:27]=4)[N:20]=3)[CH:18]=2)=[CH:12][CH:13]=1)(=[O:8])=[O:7])(C)(C)C.C(O)(C(F)(F)F)=O, predict the reaction product. The product is: [Cl:32][C:29]1[CH:30]=[CH:31][C:26]([C:21]2[CH:22]=[C:23]([CH3:25])[N:24]=[C:19]([N:17]3[CH:18]=[C:14]([C:11]4[S:10][C:9]([S:6]([NH2:5])(=[O:8])=[O:7])=[CH:13][CH:12]=4)[N:15]=[CH:16]3)[N:20]=2)=[CH:27][CH:28]=1. (3) Given the reactants CC(C)([O-])C.[Na+].[CH:7]([NH:10][C:11]1[C:12]([NH2:18])=[CH:13][CH:14]=[C:15]([CH3:17])[CH:16]=1)([CH3:9])[CH3:8].Cl[C:20]1[N:25]=[C:24]([N:26]2[CH2:31][CH2:30][N:29]([C:32]3[CH:37]=[CH:36][CH:35]=[CH:34][N:33]=3)[CH2:28][CH2:27]2)[N:23]=[C:22]([N:38]([CH3:40])[CH3:39])[CH:21]=1.C1(P(C2C=CC=CC=2)C2C=CC3C(=CC=CC=3)C=2C2C3C(=CC=CC=3)C=CC=2P(C2C=CC=CC=2)C2C=CC=CC=2)C=CC=CC=1, predict the reaction product. The product is: [CH:7]([NH:10][C:11]1[CH:16]=[C:15]([CH3:17])[CH:14]=[CH:13][C:12]=1[NH:18][C:20]1[CH:21]=[C:22]([N:38]([CH3:40])[CH3:39])[N:23]=[C:24]([N:26]2[CH2:31][CH2:30][N:29]([C:32]3[CH:37]=[CH:36][CH:35]=[CH:34][N:33]=3)[CH2:28][CH2:27]2)[N:25]=1)([CH3:9])[CH3:8]. (4) Given the reactants [S:1]1[C:5]2[CH:6]=[CH:7][CH:8]=[CH:9][C:4]=2[N:3]=[C:2]1[CH:10]([O:18][CH:19]1[CH2:24][CH2:23][N:22]([CH3:25])[CH2:21][CH2:20]1)[C:11]1[CH:12]=[C:13]([OH:17])[CH:14]=[CH:15][CH:16]=1.[F:26][C:27]([F:40])([F:39])[S:28](O[S:28]([C:27]([F:40])([F:39])[F:26])(=[O:30])=[O:29])(=[O:30])=[O:29], predict the reaction product. The product is: [S:1]1[C:5]2[CH:6]=[CH:7][CH:8]=[CH:9][C:4]=2[N:3]=[C:2]1[CH:10]([O:18][CH:19]1[CH2:20][CH2:21][N:22]([CH3:25])[CH2:23][CH2:24]1)[C:11]1[CH:12]=[C:13]([O:17][S:28]([C:27]([F:40])([F:39])[F:26])(=[O:30])=[O:29])[CH:14]=[CH:15][CH:16]=1.